Dataset: Reaction yield outcomes from USPTO patents with 853,638 reactions. Task: Predict the reaction yield, written as a fraction of the theoretical maximum amount of product (1.0 means a 100% yield; for example, 0.34 means a 34% yield). The reactants are [CH3:1][O:2][C:3]([C:5]1[C:9]([N+:10]([O-])=O)=[CH:8][NH:7][N:6]=1)=[O:4]. The catalyst is [Pd].C(O)C. The product is [CH3:1][O:2][C:3]([C:5]1[C:9]([NH2:10])=[CH:8][NH:7][N:6]=1)=[O:4]. The yield is 0.979.